Regression. Given two drug SMILES strings and cell line genomic features, predict the synergy score measuring deviation from expected non-interaction effect. From a dataset of NCI-60 drug combinations with 297,098 pairs across 59 cell lines. (1) Drug 1: COC1=C(C=C2C(=C1)N=CN=C2NC3=CC(=C(C=C3)F)Cl)OCCCN4CCOCC4. Drug 2: CCCCCOC(=O)NC1=NC(=O)N(C=C1F)C2C(C(C(O2)C)O)O. Cell line: A549. Synergy scores: CSS=28.0, Synergy_ZIP=3.17, Synergy_Bliss=4.03, Synergy_Loewe=-13.3, Synergy_HSA=3.21. (2) Cell line: CAKI-1. Drug 1: C1=C(C(=O)NC(=O)N1)N(CCCl)CCCl. Drug 2: CC(C)(C#N)C1=CC(=CC(=C1)CN2C=NC=N2)C(C)(C)C#N. Synergy scores: CSS=37.6, Synergy_ZIP=-10.5, Synergy_Bliss=-8.15, Synergy_Loewe=-9.91, Synergy_HSA=-6.19.